Dataset: Reaction yield outcomes from USPTO patents with 853,638 reactions. Task: Predict the reaction yield, written as a fraction of the theoretical maximum amount of product (1.0 means a 100% yield; for example, 0.34 means a 34% yield). (1) The reactants are [C:1]([C:5]1[CH:23]=[CH:22][C:8]([C:9]([NH:11][C:12]2[N:13]=[C:14]3[CH:19]=[CH:18][C:17](Cl)=[N:16][N:15]3[CH:21]=2)=[O:10])=[CH:7][CH:6]=1)([CH3:4])([CH3:3])[CH3:2].[CH3:24][C:25]1[NH:26][CH:27]=[C:28]([CH3:30])[N:29]=1.C(=O)([O-])[O-].[K+].[K+]. No catalyst specified. The product is [C:1]([C:5]1[CH:23]=[CH:22][C:8]([C:9]([NH:11][C:12]2[N:13]=[C:14]3[CH:19]=[CH:18][C:17]([N:26]4[CH:27]=[C:28]([CH3:30])[N:29]=[C:25]4[CH3:24])=[N:16][N:15]3[CH:21]=2)=[O:10])=[CH:7][CH:6]=1)([CH3:4])([CH3:3])[CH3:2]. The yield is 0.360. (2) The product is [C:49]([O:53][C:54]([N:55]([CH3:56])[CH2:57][CH2:58][CH2:59][NH:60][C:36]([C@:20]12[CH2:32][CH2:31][C@@H:30]([C:33]([CH3:35])=[CH2:34])[C@@H:21]1[C@@H:22]1[C@@:17]([CH3:39])([CH2:18][CH2:19]2)[C@@:16]2([CH3:40])[C@@H:25]([C@:26]3([CH3:29])[C@@H:13]([CH2:14][CH2:15]2)[C:12]([CH3:42])([CH3:41])[C:11]([C:8]2[CH:7]=[CH:6][C:5]([C:3]([O:2][CH3:1])=[O:4])=[CH:10][CH:9]=2)=[CH:28][CH2:27]3)[CH2:24][CH2:23]1)=[O:37])=[O:61])([CH3:52])([CH3:50])[CH3:51]. The yield is 0.940. The reactants are [CH3:1][O:2][C:3]([C:5]1[CH:10]=[CH:9][C:8]([C:11]2[C:12]([CH3:42])([CH3:41])[C@H:13]3[C@:26]([CH3:29])([CH2:27][CH:28]=2)[C@@H:25]2[C@:16]([CH3:40])([C@@:17]4([CH3:39])[C@H:22]([CH2:23][CH2:24]2)[C@H:21]2[C@H:30]([C:33]([CH3:35])=[CH2:34])[CH2:31][CH2:32][C@:20]2([C:36](O)=[O:37])[CH2:19][CH2:18]4)[CH2:15][CH2:14]3)=[CH:7][CH:6]=1)=[O:4].C(Cl)(=O)C(Cl)=O.[C:49]([O:53][C:54](=[O:61])[N:55]([CH2:57][CH2:58][CH2:59][NH2:60])[CH3:56])([CH3:52])([CH3:51])[CH3:50]. The catalyst is ClCCCl.O.